From a dataset of Catalyst prediction with 721,799 reactions and 888 catalyst types from USPTO. Predict which catalyst facilitates the given reaction. Reactant: [Br:1][C:2]1[CH:7]=[CH:6][CH:5]=[C:4]([F:8])[C:3]=1[O:9][CH3:10].[C:11](=[O:13])=[O:12].Cl. Product: [Br:1][C:2]1[CH:7]=[CH:6][C:5]([C:11]([OH:13])=[O:12])=[C:4]([F:8])[C:3]=1[O:9][CH3:10]. The catalyst class is: 7.